Dataset: Reaction yield outcomes from USPTO patents with 853,638 reactions. Task: Predict the reaction yield, written as a fraction of the theoretical maximum amount of product (1.0 means a 100% yield; for example, 0.34 means a 34% yield). (1) The reactants are [CH3:1][C:2]1[CH:11]=[CH:10][C:9]2[C:4](=[C:5]([OH:12])[CH:6]=[CH:7][CH:8]=2)[N:3]=1.Br[CH2:14][CH:15]1[CH2:17][CH2:16]1.C([O-])([O-])=O.[K+].[K+]. The catalyst is CC(C)=O. The product is [CH:15]1([CH2:14][O:12][C:5]2[CH:6]=[CH:7][CH:8]=[C:9]3[C:4]=2[N:3]=[C:2]([CH3:1])[CH:11]=[CH:10]3)[CH2:17][CH2:16]1. The yield is 0.985. (2) The reactants are [CH2:1]([O:3][CH2:4][C:5](=O)[CH2:6][C:7]#[N:8])[CH3:2].Cl.[CH:11]([NH:14][NH2:15])([CH3:13])[CH3:12].Cl. The catalyst is C(O)C. The product is [CH2:1]([O:3][CH2:4][C:5]1[CH:6]=[C:7]([NH2:8])[N:14]([CH:11]([CH3:13])[CH3:12])[N:15]=1)[CH3:2]. The yield is 0.656. (3) The catalyst is CO. The reactants are [CH3:1][O:2][C:3]1[C:8]([CH:9]=[O:10])=[CH:7][CH:6]=[CH:5][N:4]=1.[OH-].[K+].[N+:13]([CH2:15][C:16]([N:18]1[CH2:22][CH2:21][CH2:20][CH2:19]1)=[O:17])#[C-:14]. The product is [CH3:1][O:2][C:3]1[C:8]([C@@H:9]2[O:10][CH:14]=[N:13][C@H:15]2[C:16]([N:18]2[CH2:22][CH2:21][CH2:20][CH2:19]2)=[O:17])=[CH:7][CH:6]=[CH:5][N:4]=1. The yield is 0.500.